The task is: Predict the reactants needed to synthesize the given product.. This data is from Full USPTO retrosynthesis dataset with 1.9M reactions from patents (1976-2016). (1) Given the product [NH2:17][C:14]1[CH:15]=[CH:16][C:11]2[O:10][CH2:9][C:8](=[O:20])[N:7]([CH2:6][C:5]3[CH:21]=[CH:22][C:2]([Cl:1])=[CH:3][CH:4]=3)[C:12]=2[CH:13]=1, predict the reactants needed to synthesize it. The reactants are: [Cl:1][C:2]1[CH:22]=[CH:21][C:5]([CH2:6][N:7]2[C:12]3[CH:13]=[C:14]([N+:17]([O-])=O)[CH:15]=[CH:16][C:11]=3[O:10][CH2:9][C:8]2=[O:20])=[CH:4][CH:3]=1.C(=O)([O-])O.[Na+]. (2) Given the product [CH3:30][N:2]([CH3:1])[C:3]([O:5][C:6]1[CH:7]=[C:8]2[C:13](=[CH:14][CH:15]=1)[CH:12]([CH2:16][CH2:17][OH:18])[N:11]([C:22]([O:24][C:25]([CH3:27])([CH3:26])[CH3:28])=[O:23])[CH2:10][CH2:9]2)=[O:4], predict the reactants needed to synthesize it. The reactants are: [CH3:1][N:2]([CH3:30])[C:3]([O:5][C:6]1(O)[CH:15]=[CH:14][C:13]2[CH:12]([CH2:16][C:17](OCC)=[O:18])[N:11]([C:22]([O:24][C:25]([CH3:28])([CH3:27])[CH3:26])=[O:23])[CH2:10][CH2:9][C:8]=2[CH2:7]1)=[O:4].[H-].[Al+3].[Li+].[H-].[H-].[H-].O.[OH-].[Na+]. (3) Given the product [CH:23]1([C:21]([N:18]2[CH2:19][CH2:20][CH:16]([CH2:15][N:9]3[C:10]([CH3:14])=[C:11]([CH3:13])[N:12]=[C:8]3[C:5]3[CH:6]=[CH:7][C:2]([C:31]4[CH:32]=[CH:33][C:28]([O:27][CH3:26])=[CH:29][CH:30]=4)=[CH:3][CH:4]=3)[CH2:17]2)=[O:22])[CH2:25][CH2:24]1, predict the reactants needed to synthesize it. The reactants are: Br[C:2]1[CH:7]=[CH:6][C:5]([C:8]2[N:9]([CH2:15][CH:16]3[CH2:20][CH2:19][N:18]([C:21]([CH:23]4[CH2:25][CH2:24]4)=[O:22])[CH2:17]3)[C:10]([CH3:14])=[C:11]([CH3:13])[N:12]=2)=[CH:4][CH:3]=1.[CH3:26][O:27][C:28]1[CH:33]=[CH:32][C:31](B(O)O)=[CH:30][CH:29]=1.